Dataset: Full USPTO retrosynthesis dataset with 1.9M reactions from patents (1976-2016). Task: Predict the reactants needed to synthesize the given product. (1) Given the product [C:1]([CH:4]1[CH:5]2[CH:9]1[CH2:8][N:7]([C:10]([O:12][C:13]([CH3:16])([CH3:15])[CH3:14])=[O:11])[CH2:6]2)#[N:2], predict the reactants needed to synthesize it. The reactants are: [C:1]([CH:4]1[CH:9]2[CH:5]1[CH2:6][N:7]([C:10]([O:12][C:13]([CH3:16])([CH3:15])[CH3:14])=[O:11])[CH2:8]2)(=O)[NH2:2].N1C(Cl)=NC(Cl)=NC=1Cl. (2) Given the product [Cl-:9].[CH:13]1[C:12]2[C:17](=[CH:18][C:19]3[C:24]([C:11]=2[CH2:10][O:7][C:6]([CH2:5][N+:2]([CH3:4])([CH3:3])[CH3:1])=[O:8])=[CH:23][CH:22]=[CH:21][CH:20]=3)[CH:16]=[CH:15][CH:14]=1, predict the reactants needed to synthesize it. The reactants are: [CH3:1][N+:2]([CH2:5][C:6]([OH:8])=[O:7])([CH3:4])[CH3:3].[Cl:9][CH2:10][C:11]1[C:12]2[C:17]([CH:18]=[C:19]3[C:24]=1[CH:23]=[CH:22][CH:21]=[CH:20]3)=[CH:16][CH:15]=[CH:14][CH:13]=2.C(#N)C. (3) Given the product [NH2:17][C:15]1[N:14]=[CH:13][N:12]=[C:11]2[N:10]([C@H:18]3[CH2:23][CH2:22][C@H:21]([N:24]4[CH2:25][CH2:26][N:27]([CH3:30])[CH2:28][CH2:29]4)[CH2:20][CH2:19]3)[N:9]=[C:8]([C:5]3[CH:6]=[CH:7][C:2]([NH:1][C:39](=[O:40])[C:38]4[CH:37]=[CH:36][C:35]([N:34]([CH3:33])[CH3:44])=[CH:43][CH:42]=4)=[C:3]([O:31][CH3:32])[CH:4]=3)[C:16]=12, predict the reactants needed to synthesize it. The reactants are: [NH2:1][C:2]1[CH:7]=[CH:6][C:5]([C:8]2[C:16]3[C:11](=[N:12][CH:13]=[N:14][C:15]=3[NH2:17])[N:10]([C@H:18]3[CH2:23][CH2:22][C@H:21]([N:24]4[CH2:29][CH2:28][N:27]([CH3:30])[CH2:26][CH2:25]4)[CH2:20][CH2:19]3)[N:9]=2)=[CH:4][C:3]=1[O:31][CH3:32].[CH3:33][N:34]([CH3:44])[C:35]1[CH:43]=[CH:42][C:38]([C:39](Cl)=[O:40])=[CH:37][CH:36]=1.C(O)(=O)/C=C\C(O)=O. (4) The reactants are: [C:1]([NH:5][C:6]([C:8]1([CH:14]2[CH2:19][CH2:18][CH2:17][CH2:16][CH2:15]2)[CH2:13][CH2:12][NH:11][CH2:10][CH2:9]1)=[O:7])([CH3:4])([CH3:3])[CH3:2].C(Cl)CCl.C1C=CC2N(O)N=NC=2C=1.CCN(C(C)C)C(C)C.[F:43][C:44]1[CH:49]=[C:48]([F:50])[CH:47]=[CH:46][C:45]=1[C@@H:51]1[CH2:55][C:54](=[CH2:56])[CH2:53][C@H:52]1[C:57](O)=[O:58]. Given the product [C:1]([NH:5][C:6]([C:8]1([CH:14]2[CH2:19][CH2:18][CH2:17][CH2:16][CH2:15]2)[CH2:9][CH2:10][N:11]([C:57]([C@@H:52]2[CH2:53][C:54](=[CH2:56])[CH2:55][C@H:51]2[C:45]2[CH:46]=[CH:47][C:48]([F:50])=[CH:49][C:44]=2[F:43])=[O:58])[CH2:12][CH2:13]1)=[O:7])([CH3:4])([CH3:2])[CH3:3], predict the reactants needed to synthesize it. (5) Given the product [C:1]1([C:26]2[CH:27]=[CH:28][CH:29]=[CH:30][CH:31]=2)[CH:2]=[CH:3][C:4]([C:7]2[N:12]=[C:11]3[CH:13]=[C:14]([O:48][C@H:45]4[CH2:46][O:47][C@H:41]([CH2:40][OH:39])[C@@H:42]([OH:43])[CH2:44]4)[NH:15][C:10]3=[CH:9][C:8]=2[Cl:25])=[CH:5][CH:6]=1, predict the reactants needed to synthesize it. The reactants are: [C:1]1([C:26]2[CH:31]=[CH:30][CH:29]=[CH:28][CH:27]=2)[CH:6]=[CH:5][C:4]([C:7]2[N:12]=[C:11]3[CH:13]=[C:14](Cl)[N:15](COCC[Si](C)(C)C)[C:10]3=[CH:9][C:8]=2[Cl:25])=[CH:3][CH:2]=1.C1(C2[O:43][C@H:42]3[CH2:44][C@@H:45]([OH:48])[CH2:46][O:47][C@@H:41]3[CH2:40][O:39]2)C=CC=CC=1.C(=O)([O-])[O-].[Cs+].[Cs+].